This data is from Catalyst prediction with 721,799 reactions and 888 catalyst types from USPTO. The task is: Predict which catalyst facilitates the given reaction. (1) Reactant: [CH2:1]([O:8][C:9](N1C(=O)CCC1=O)=[O:10])[C:2]1[CH:7]=[CH:6][CH:5]=[CH:4][CH:3]=1.Cl.[NH2:19][CH:20]([C:26]([O:28][CH2:29][CH3:30])=[O:27])[C:21]([O:23][CH2:24][CH3:25])=[O:22].C(N(CC)CC)C. Product: [CH2:1]([O:8][C:9]([NH:19][CH:20]([C:21]([O:23][CH2:24][CH3:25])=[O:22])[C:26]([O:28][CH2:29][CH3:30])=[O:27])=[O:10])[C:2]1[CH:7]=[CH:6][CH:5]=[CH:4][CH:3]=1. The catalyst class is: 2. (2) Reactant: [CH3:1][C:2]1[N:7]=[C:6]([NH2:8])[CH:5]=[CH:4][CH:3]=1.C(N(CC)CC)C.[Cl-].[CH3:17][C:18]([CH3:23])([CH3:22])[C:19](Cl)=[O:20]. Product: [CH3:17][C:18]([CH3:23])([CH3:22])[C:19]([NH:8][C:6]1[CH:5]=[CH:4][CH:3]=[C:2]([CH3:1])[N:7]=1)=[O:20]. The catalyst class is: 6. (3) Reactant: [CH3:1][C:2]1[CH:3]=[C:4]([CH:6]=[CH:7][C:8]=1[CH3:9])[NH2:5].[C:10](Cl)(=[O:19])/[CH:11]=[CH:12]/[C:13]1[CH:18]=[CH:17][CH:16]=[CH:15][CH:14]=1. Product: [CH3:1][C:2]1[CH:3]=[C:4]([NH:5][C:10](=[O:19])/[CH:11]=[CH:12]/[C:13]2[CH:18]=[CH:17][CH:16]=[CH:15][CH:14]=2)[CH:6]=[CH:7][C:8]=1[CH3:9]. The catalyst class is: 1. (4) Reactant: CO[C:3]([C:5]1[C:6](=[O:24])[O:7][C:8]2[C:13]([C:14]=1[OH:15])=[C:12]([O:16][CH2:17][C:18]1[CH:23]=[CH:22][CH:21]=[CH:20][CH:19]=1)[CH:11]=[CH:10][CH:9]=2)=[O:4].[NH2:25][CH2:26][C:27]([O-:29])=[O:28].[Na+]. Product: [CH2:17]([O:16][C:12]1[CH:11]=[CH:10][CH:9]=[C:8]2[C:13]=1[C:14]([OH:15])=[C:5]([C:3]([NH:25][CH2:26][C:27]([OH:29])=[O:28])=[O:4])[C:6](=[O:24])[O:7]2)[C:18]1[CH:19]=[CH:20][CH:21]=[CH:22][CH:23]=1. The catalyst class is: 141. (5) Reactant: [CH3:1][CH:2]([CH2:4][CH2:5][CH2:6][C@H:7]([C@@H:9]1[C@:26]2([CH3:27])[C@H:12]([C@H:13]3[C@H:23]([CH2:24][CH2:25]2)[C@:21]2([CH3:22])[C:16]([CH2:17][C@@H:18]([NH:28]CCCNC(=O)CCNC(=O)CCNC(=O)CCCCCNC4C=CC([N+]([O-])=O)=CC=4[N+]([O-])=O)[CH2:19][CH2:20]2)=[CH:15][CH2:14]3)[CH2:11][CH2:10]1)[CH3:8])[CH3:3].Br[CH2:64][CH2:65][CH2:66][CH2:67][C:68]([O:70][CH2:71][CH3:72])=[O:69].C([O-])([O-])=O.[K+].[K+].CC(OC(O[C:87]([O:89][C:90]([CH3:93])([CH3:92])[CH3:91])=[O:88])=O)(C)C.CCN(C(C)C)C(C)C. Product: [C:90]([O:89][C:87]([N:28]([C@H:18]1[CH2:19][CH2:20][C@@:21]2([CH3:22])[C:16](=[CH:15][CH2:14][C@@H:13]3[C@@H:23]2[CH2:24][CH2:25][C@@:26]2([CH3:27])[C@H:12]3[CH2:11][CH2:10][C@@H:9]2[C@H:7]([CH3:8])[CH2:6][CH2:5][CH2:4][CH:2]([CH3:3])[CH3:1])[CH2:17]1)[CH2:64][CH2:65][CH2:66][CH2:67][C:68]([O:70][CH2:71][CH3:72])=[O:69])=[O:88])([CH3:91])([CH3:92])[CH3:93]. The catalyst class is: 3. (6) Reactant: Cl[C:2]1[C:11]2=[N:12][N:13](CC3C=CC(OC)=CC=3)[CH:14]=[C:10]2[C:9]2[CH:8]=[C:7]([O:24][CH3:25])[C:6]([O:26][CH3:27])=[CH:5][C:4]=2[N:3]=1.[CH3:28][N:29]([CH3:37])[C:30]1[CH:35]=[CH:34][C:33]([NH2:36])=[CH:32][CH:31]=1.Cl. Product: [CH3:27][O:26][C:6]1[C:7]([O:24][CH3:25])=[CH:8][C:9]2[C:10]3[C:11](=[N:12][NH:13][CH:14]=3)[C:2]([NH:36][C:33]3[CH:34]=[CH:35][C:30]([N:29]([CH3:37])[CH3:28])=[CH:31][CH:32]=3)=[N:3][C:4]=2[CH:5]=1. The catalyst class is: 71. (7) Reactant: [CH3:1][N:2]([CH3:25])[S:3]([N:6]1[C:10](SC2C=CC=CC=2)=[CH:9][N:8]=[C:7]1[Si:18]([C:21]([CH3:24])([CH3:23])[CH3:22])([CH3:20])[CH3:19])(=[O:5])=[O:4].C1C[O:29][CH2:28]C1. Product: [CH3:25][N:2]([CH3:1])[S:3]([N:6]1[C:10]([CH:28]=[O:29])=[CH:9][N:8]=[C:7]1[Si:18]([C:21]([CH3:23])([CH3:24])[CH3:22])([CH3:19])[CH3:20])(=[O:5])=[O:4]. The catalyst class is: 27.